Dataset: Full USPTO retrosynthesis dataset with 1.9M reactions from patents (1976-2016). Task: Predict the reactants needed to synthesize the given product. (1) Given the product [NH2:1][C:4]1[CH:5]=[CH:6][C:7]([N:10]2[C:14](=[O:15])[C:13]3([CH2:20][CH2:19][N:18]([C:21]([O:23][C:24]([CH3:27])([CH3:26])[CH3:25])=[O:22])[CH2:17][CH2:16]3)[N:12]([C:28]3[CH:29]=[CH:30][CH:31]=[CH:32][CH:33]=3)[CH2:11]2)=[CH:8][CH:9]=1, predict the reactants needed to synthesize it. The reactants are: [N+:1]([C:4]1[CH:9]=[CH:8][C:7]([N:10]2[C:14](=[O:15])[C:13]3([CH2:20][CH2:19][N:18]([C:21]([O:23][C:24]([CH3:27])([CH3:26])[CH3:25])=[O:22])[CH2:17][CH2:16]3)[N:12]([C:28]3[CH:33]=[CH:32][CH:31]=[CH:30][CH:29]=3)[CH2:11]2)=[CH:6][CH:5]=1)([O-])=O.[Cl-].[NH4+]. (2) Given the product [NH2:11][C:6]1[CH:5]=[C:4]([Br:3])[CH:9]=[CH:8][C:7]=1[OH:10], predict the reactants needed to synthesize it. The reactants are: [OH-].[K+].[Br:3][C:4]1[CH:9]=[CH:8][C:7]([OH:10])=[C:6]([N+:11]([O-])=O)[CH:5]=1.S(S([O-])=O)([O-])=O.[Na+].[Na+].C(OCC)(=O)C. (3) Given the product [CH3:1][O:2][C:3]1[CH:8]=[CH:7][C:6]([C:9]([C:27]2[CH:32]=[CH:31][C:30]([O:33][CH3:34])=[CH:29][CH:28]=2)([C:21]2[CH:26]=[CH:25][CH:24]=[CH:23][CH:22]=2)[O:10][CH2:11][C:12]2[CH:13]=[C:14]([CH2:19][OH:20])[CH:15]=[C:16]([C:36]3[CH:41]=[CH:40][CH:39]=[CH:38][CH:37]=3)[CH:17]=2)=[CH:5][CH:4]=1, predict the reactants needed to synthesize it. The reactants are: [CH3:1][O:2][C:3]1[CH:8]=[CH:7][C:6]([C:9]([C:27]2[CH:32]=[CH:31][C:30]([O:33][CH3:34])=[CH:29][CH:28]=2)([C:21]2[CH:26]=[CH:25][CH:24]=[CH:23][CH:22]=2)[O:10][CH2:11][C:12]2[CH:13]=[C:14]([CH2:19][OH:20])[CH:15]=[C:16](Br)[CH:17]=2)=[CH:5][CH:4]=1.C(O[C:36]1[CH:41]=[C:40](B(O)O)[CH:39]=[CH:38][CH:37]=1)[C:36]1[CH:41]=[CH:40][CH:39]=[CH:38][CH:37]=1.C([O-])([O-])=O.[Na+].[Na+]. (4) The reactants are: [CH3:1][O:2][C:3](=[O:26])[CH:4]=[C:5]([C:7]1[CH:8]=[C:9]2[C:13](=[CH:14][CH:15]=1)[N:12]([S:16]([C:19]1[CH:24]=[CH:23][CH:22]=[CH:21][CH:20]=1)(=[O:18])=[O:17])[CH:11]=[C:10]2I)[CH3:6].[CH2:27]([O:31][C:32]1[C:37]([CH:38]([CH3:40])[CH3:39])=[CH:36][C:35]([CH:41]([CH3:43])[CH3:42])=[CH:34][C:33]=1B(O)O)[CH2:28][CH2:29][CH3:30].C([O-])([O-])=O.[Na+].[Na+]. Given the product [CH3:1][O:2][C:3](=[O:26])[CH:4]=[C:5]([C:7]1[CH:8]=[C:9]2[C:13](=[CH:14][CH:15]=1)[N:12]([S:16]([C:19]1[CH:24]=[CH:23][CH:22]=[CH:21][CH:20]=1)(=[O:18])=[O:17])[CH:11]=[C:10]2[C:33]1[CH:34]=[C:35]([CH:41]([CH3:43])[CH3:42])[CH:36]=[C:37]([CH:38]([CH3:39])[CH3:40])[C:32]=1[O:31][CH2:27][CH2:28][CH2:29][CH3:30])[CH3:6], predict the reactants needed to synthesize it. (5) Given the product [F:33][C:2]([F:1])([F:32])[C:3]1[CH:27]=[C:26]([C:28]([F:29])([F:31])[F:30])[CH:25]=[CH:24][C:4]=1[CH2:5][N:6]1[C:14]2[C:9](=[CH:10][C:11]([CH:15]=[C:16]3[S:20][C:19]([N:38]4[CH2:37][CH:36]5[N:35]([CH3:34])[CH:40]([CH2:41][CH2:42]5)[CH2:39]4)=[N:18][C:17]3=[O:23])=[CH:12][CH:13]=2)[CH:8]=[N:7]1, predict the reactants needed to synthesize it. The reactants are: [F:1][C:2]([F:33])([F:32])[C:3]1[CH:27]=[C:26]([C:28]([F:31])([F:30])[F:29])[CH:25]=[CH:24][C:4]=1[CH2:5][N:6]1[C:14]2[C:9](=[CH:10][C:11]([CH:15]=[C:16]3[S:20][C:19](SC)=[N:18][C:17]3=[O:23])=[CH:12][CH:13]=2)[CH:8]=[N:7]1.[CH3:34][N:35]1[CH:40]2[CH2:41][CH2:42][CH:36]1[CH2:37][NH:38][CH2:39]2. (6) Given the product [Br:20][C:5]1[C:6]([NH:9][C@@H:10]2[C@@H:15]3[CH2:16][C@@H:12]([CH:13]=[CH:14]3)[C@@H:11]2[C:17]([NH2:19])=[O:18])=[C:7]2[N:8]=[C:27]([C:25]3[CH:24]=[N:23][N:22]([CH3:21])[CH:26]=3)[NH:1][C:2]2=[N:3][CH:4]=1, predict the reactants needed to synthesize it. The reactants are: [NH2:1][C:2]1[C:7]([NH2:8])=[C:6]([NH:9][C@@H:10]2[C@@H:15]3[CH2:16][C@@H:12]([CH:13]=[CH:14]3)[C@@H:11]2[C:17]([NH2:19])=[O:18])[C:5]([Br:20])=[CH:4][N:3]=1.[CH3:21][N:22]1[CH:26]=[C:25]([CH:27]=O)[CH:24]=[N:23]1. (7) Given the product [N:16]1[S:17][N:18]=[C:14]2[CH:13]=[C:12]([O:11][C:6]3[N:7]=[CH:8][CH:9]=[CH:10][C:5]=3[C:4]([OH:21])=[O:3])[CH:20]=[CH:19][C:15]=12, predict the reactants needed to synthesize it. The reactants are: C([O:3][C:4](=[O:21])[C:5]1[CH:10]=[CH:9][CH:8]=[N:7][C:6]=1[O:11][C:12]1[CH:20]=[CH:19][C:15]2=[N:16][S:17][N:18]=[C:14]2[CH:13]=1)C.Cl.